This data is from Full USPTO retrosynthesis dataset with 1.9M reactions from patents (1976-2016). The task is: Predict the reactants needed to synthesize the given product. (1) Given the product [NH:37]1[C:38]2[C:43](=[CH:42][CH:41]=[CH:40][CH:39]=2)[C:35]([CH2:34][C@@H:33]([NH:32][C:30](=[O:31])[O:29][C:25]([CH3:27])([CH3:26])[CH3:28])[C:44](=[O:45])[NH:1][CH:2]2[CH2:11][C:10]3[C:5](=[C:6]([N:12]4[CH2:16][CH2:15][CH2:14][C:13]4=[O:17])[CH:7]=[CH:8][CH:9]=3)[N:4]([CH2:18][C:19]3[CH:23]=[CH:22][S:21][CH:20]=3)[C:3]2=[O:24])=[CH:36]1, predict the reactants needed to synthesize it. The reactants are: [NH2:1][CH:2]1[CH2:11][C:10]2[C:5](=[C:6]([N:12]3[CH2:16][CH2:15][CH2:14][C:13]3=[O:17])[CH:7]=[CH:8][CH:9]=2)[N:4]([CH2:18][C:19]2[CH:23]=[CH:22][S:21][CH:20]=2)[C:3]1=[O:24].[C:25]([O:29][C:30]([NH:32][C@@H:33]([C:44](O)=[O:45])[CH2:34][C:35]1[C:43]2[C:38](=[CH:39][CH:40]=[CH:41][CH:42]=2)[NH:37][CH:36]=1)=[O:31])([CH3:28])([CH3:27])[CH3:26]. (2) Given the product [CH3:1][O:2][C:3]1[CH:4]=[C:5]([CH:23]2[CH2:22][C:21]3([CH2:20][CH2:19][N:18]([C:16]([O:15][C:11]([CH3:14])([CH3:13])[CH3:12])=[O:17])[CH2:27][CH2:26]3)[CH2:24]2)[CH:6]=[CH:7][CH:8]=1, predict the reactants needed to synthesize it. The reactants are: [CH3:1][O:2][C:3]1[CH:4]=[C:5]([Mg]Br)[CH:6]=[CH:7][CH:8]=1.[C:11]([O:15][C:16]([N:18]1[CH2:27][CH2:26][C:21]2([CH2:24][CH:23](Br)[CH2:22]2)[CH2:20][CH2:19]1)=[O:17])([CH3:14])([CH3:13])[CH3:12].CN(CCN(C)C)C.C1N2CN3CN(C2)CN1C3. (3) Given the product [CH:1]1([CH2:8][O:9][C:10]2[CH:11]=[C:12]([C:16](=[O:27])[CH2:17][CH2:18][NH:19][C:20](=[O:26])[O:21][C:22]([CH3:23])([CH3:24])[CH3:25])[CH:13]=[CH:14][CH:15]=2)[CH2:2][CH2:3][CH2:4][CH2:5][CH2:6][CH2:7]1, predict the reactants needed to synthesize it. The reactants are: [CH:1]1([CH2:8][O:9][C:10]2[CH:11]=[C:12]([CH:16]([OH:27])[CH2:17][CH2:18][NH:19][C:20](=[O:26])[O:21][C:22]([CH3:25])([CH3:24])[CH3:23])[CH:13]=[CH:14][CH:15]=2)[CH2:7][CH2:6][CH2:5][CH2:4][CH2:3][CH2:2]1.[Cr](Cl)([O-])(=O)=O.[NH+]1C=CC=CC=1.